From a dataset of Forward reaction prediction with 1.9M reactions from USPTO patents (1976-2016). Predict the product of the given reaction. (1) Given the reactants [F:1][C:2]1[CH:7]=[CH:6][C:5]([CH2:8][CH2:9][NH:10][C:11]2[S:12][CH:13]=[C:14]([C:16]3[CH:21]=[CH:20][C:19]([C:22]([F:25])([F:24])[F:23])=[CH:18][CH:17]=3)[N:15]=2)=[CH:4][CH:3]=1.[H-].[Na+].Cl[CH2:29][C:30]1[CH:49]=[CH:48][C:33]([CH2:34][O:35][C:36]2[CH:41]=[CH:40][C:39]([CH2:42][CH2:43][C:44]([O:46]C)=[O:45])=[CH:38][CH:37]=2)=[CH:32][CH:31]=1, predict the reaction product. The product is: [F:1][C:2]1[CH:7]=[CH:6][C:5]([CH2:8][CH2:9][N:10]([CH2:29][C:30]2[CH:49]=[CH:48][C:33]([CH2:34][O:35][C:36]3[CH:41]=[CH:40][C:39]([CH2:42][CH2:43][C:44]([OH:46])=[O:45])=[CH:38][CH:37]=3)=[CH:32][CH:31]=2)[C:11]2[S:12][CH:13]=[C:14]([C:16]3[CH:21]=[CH:20][C:19]([C:22]([F:23])([F:25])[F:24])=[CH:18][CH:17]=3)[N:15]=2)=[CH:4][CH:3]=1. (2) Given the reactants [CH3:1][O:2][C:3]1[CH:4]=[C:5]([NH:11][C:12](=[NH:23])[CH2:13][C:14]([C:16]2[CH:21]=[CH:20][C:19]([F:22])=[CH:18][CH:17]=2)=[O:15])[CH:6]=[CH:7][C:8]=1[O:9][CH3:10].[C:24](OC)(=[O:27])[C:25]#[CH:26].C(OCC)C.C1CCCCC1, predict the reaction product. The product is: [NH2:23][C:12]1[N:11]([C:5]2[CH:6]=[CH:7][C:8]([O:9][CH3:10])=[C:3]([O:2][CH3:1])[CH:4]=2)[C:24](=[O:27])[CH:25]=[CH:26][C:13]=1[C:14](=[O:15])[C:16]1[CH:17]=[CH:18][C:19]([F:22])=[CH:20][CH:21]=1.